Dataset: HIV replication inhibition screening data with 41,000+ compounds from the AIDS Antiviral Screen. Task: Binary Classification. Given a drug SMILES string, predict its activity (active/inactive) in a high-throughput screening assay against a specified biological target. (1) The compound is CC(C)CC(C#N)C(N)=O. The result is 0 (inactive). (2) The molecule is CN(C)c1ccc(N=Nc2ccc3c(c2)C(=O)c2ccccc2C3=O)cc1. The result is 0 (inactive). (3) The molecule is N=C1NN(c2ccccc2)C(=O)C1C(=NNC(=O)c1cc2ccccc2cc1O)C(=O)Nc1ccc(Cl)cc1. The result is 0 (inactive). (4) The drug is O=C(CC(=O)N1N=C(c2ccccc2)C(N=Nc2ccccc2Cl)C1=O)Nc1ccccc1Cl. The result is 0 (inactive). (5) The result is 0 (inactive). The molecule is Cc1ccccc1C1SCc2nc3ccccc3n21. (6) The compound is CN.CN1C(=O)[NH+](C)[B-]2([NH+](C)C1=O)[NH+](C)C(=O)N(C)C(=O)[NH+]2C. The result is 0 (inactive). (7) The molecule is O=C(Nc1cccc2ccccc12)N1CCCC(Br)C1. The result is 0 (inactive). (8) The molecule is COC(=O)C(CC(=O)Nc1ccc(Cl)c(Cl)c1)C(=O)C(=O)NC1C2CC3CC(C2)CC1C3. The result is 0 (inactive). (9) The result is 0 (inactive). The molecule is CN1C(=O)C(O)CC1c1ccc(C(F)(F)F)cc1.